From a dataset of Peptide-MHC class I binding affinity with 185,985 pairs from IEDB/IMGT. Regression. Given a peptide amino acid sequence and an MHC pseudo amino acid sequence, predict their binding affinity value. This is MHC class I binding data. (1) The peptide sequence is FYPEKSTVI. The MHC is HLA-A02:03 with pseudo-sequence HLA-A02:03. The binding affinity (normalized) is 0.0847. (2) The peptide sequence is FAPSYSAEM. The MHC is HLA-B15:01 with pseudo-sequence HLA-B15:01. The binding affinity (normalized) is 0.434. (3) The binding affinity (normalized) is 0.0641. The peptide sequence is GMFSWNLAY. The MHC is BoLA-T2a with pseudo-sequence BoLA-T2a. (4) The peptide sequence is KLLRRPFSL. The MHC is HLA-B08:01 with pseudo-sequence HLA-B08:01. The binding affinity (normalized) is 1.00. (5) The peptide sequence is LSDAIFDDL. The MHC is HLA-A01:01 with pseudo-sequence HLA-A01:01. The binding affinity (normalized) is 0.305. (6) The peptide sequence is IPVSTNGKI. The MHC is HLA-B15:09 with pseudo-sequence HLA-B15:09. The binding affinity (normalized) is 0.0847. (7) The binding affinity (normalized) is 0.470. The MHC is Mamu-B17 with pseudo-sequence Mamu-B17. The peptide sequence is RHILMQGVYY. (8) The peptide sequence is KTAMLLVV. The MHC is Mamu-A01 with pseudo-sequence Mamu-A01. The binding affinity (normalized) is 0.198. (9) The peptide sequence is AENKKFKLH. The MHC is HLA-A02:01 with pseudo-sequence HLA-A02:01. The binding affinity (normalized) is 0.0847. (10) The peptide sequence is FYFTNDVSFL. The MHC is Patr-B1301 with pseudo-sequence Patr-B1301. The binding affinity (normalized) is 0.500.